Dataset: Forward reaction prediction with 1.9M reactions from USPTO patents (1976-2016). Task: Predict the product of the given reaction. (1) Given the reactants [OH:1][C:2]1[CH:3]=[C:4]([CH2:9][C:10]([OH:12])=[O:11])[CH:5]=[CH:6][C:7]=1[OH:8].S(=O)(=O)(O)O.[CH3:18]O, predict the reaction product. The product is: [OH:1][C:2]1[CH:3]=[C:4]([CH2:9][C:10]([O:12][CH3:18])=[O:11])[CH:5]=[CH:6][C:7]=1[OH:8]. (2) Given the reactants Br[C:2]1[C:3]([N:22]2[CH2:26][CH2:25][C@@H:24]([OH:27])[CH2:23]2)=[N:4][CH:5]=[C:6]([CH:21]=1)[C:7]([NH:9][C:10]1[CH:15]=[CH:14][C:13]([O:16][C:17]([Cl:20])([F:19])[F:18])=[CH:12][CH:11]=1)=[O:8].[C:28]([C:30]1[CH:31]=[C:32](B(O)O)[CH:33]=[C:34]([F:36])[CH:35]=1)#[N:29], predict the reaction product. The product is: [Cl:20][C:17]([F:19])([F:18])[O:16][C:13]1[CH:14]=[CH:15][C:10]([NH:9][C:7](=[O:8])[C:6]2[CH:21]=[C:2]([C:32]3[CH:33]=[C:34]([F:36])[CH:35]=[C:30]([C:28]#[N:29])[CH:31]=3)[C:3]([N:22]3[CH2:26][CH2:25][C@@H:24]([OH:27])[CH2:23]3)=[N:4][CH:5]=2)=[CH:11][CH:12]=1. (3) Given the reactants [CH2:1]=[O:2].[CH3:3][C:4]1[NH:5][C:6]2[CH:12]=[CH:11][CH:10]=[CH:9][C:7]=2[N:8]=1, predict the reaction product. The product is: [CH3:3][C:4]1[N:8]([CH2:1][OH:2])[C:7]2[CH:9]=[CH:10][CH:11]=[CH:12][C:6]=2[N:5]=1.